This data is from Catalyst prediction with 721,799 reactions and 888 catalyst types from USPTO. The task is: Predict which catalyst facilitates the given reaction. (1) Reactant: [CH2:1]([CH:4]1[CH2:8][NH:7][C:6](=[O:9])[CH2:5]1)[CH2:2][CH3:3].[C:10]([O:14][CH2:15][CH3:16])(=[O:13])[CH:11]=[O:12]. Product: [CH2:15]([O:14][C:10](=[O:13])[CH:11]([OH:12])[N:7]1[CH2:8][CH:4]([CH2:1][CH2:2][CH3:3])[CH2:5][C:6]1=[O:9])[CH3:16]. The catalyst class is: 21. (2) Reactant: [O:1]=[C:2]1[C:10]2[C:5](=[CH:6][CH:7]=[CH:8][CH:9]=2)[C:4](=[O:11])[N:3]1[CH2:12][CH2:13][S:14](Cl)(=[O:16])=[O:15].[NH2:18][C@H:19]1[CH2:24][CH2:23][CH2:22][N:21]([C:25]([O:27][CH2:28][C:29]2[CH:34]=[CH:33][CH:32]=[CH:31][CH:30]=2)=[O:26])[CH2:20]1.CCN(C(C)C)C(C)C.O. Product: [O:1]=[C:2]1[C:10]2[C:5](=[CH:6][CH:7]=[CH:8][CH:9]=2)[C:4](=[O:11])[N:3]1[CH2:12][CH2:13][S:14]([NH:18][C@H:19]1[CH2:24][CH2:23][CH2:22][N:21]([C:25]([O:27][CH2:28][C:29]2[CH:34]=[CH:33][CH:32]=[CH:31][CH:30]=2)=[O:26])[CH2:20]1)(=[O:16])=[O:15]. The catalyst class is: 2. (3) Reactant: [CH:1]([O:4][C:5]1[CH:13]=[C:12]([C:14]([N:16]([CH:20]([CH3:22])[CH3:21])[CH:17]([CH3:19])[CH3:18])=[O:15])[CH:11]=[CH:10][C:6]=1[C:7](O)=[O:8])([CH3:3])[CH3:2].Cl.[CH3:24][O:25][C:26](=[O:33])[C@H:27]([CH2:29][CH:30]([CH3:32])[CH3:31])[NH2:28].ON1C2C=CC=CC=2N=N1.CCN(CC)CC. Product: [CH3:24][O:25][C:26](=[O:33])[C@@H:27]([NH:28][C:7](=[O:8])[C:6]1[CH:10]=[CH:11][C:12]([C:14](=[O:15])[N:16]([CH:17]([CH3:18])[CH3:19])[CH:20]([CH3:22])[CH3:21])=[CH:13][C:5]=1[O:4][CH:1]([CH3:3])[CH3:2])[CH2:29][CH:30]([CH3:32])[CH3:31]. The catalyst class is: 2. (4) Reactant: [O:1]=[C:2]1[CH:11]=[CH:10][C:9]2[C:4](=[CH:5][CH:6]=[N:7][CH:8]=2)[N:3]1[CH2:12][C:13]([OH:15])=[O:14]. Product: [O:1]=[C:2]1[CH2:11][CH2:10][C:9]2[C:4](=[CH:5][CH:6]=[N:7][CH:8]=2)[N:3]1[CH2:12][C:13]([OH:15])=[O:14]. The catalyst class is: 19. (5) Reactant: [NH2:1][CH:2]1[CH2:8][CH2:7][CH2:6][CH2:5][NH:4][C:3]1=[O:9].[OH-].[Na+].[C:12]([C:14]1[CH:15]=[C:16]([S:20](Cl)(=[O:22])=[O:21])[CH:17]=[CH:18][CH:19]=1)#[N:13].C(OC(C)C)(C)C. Product: [C:12]([C:14]1[CH:15]=[C:16]([S:20]([NH:1][CH:2]2[CH2:8][CH2:7][CH2:6][CH2:5][NH:4][C:3]2=[O:9])(=[O:22])=[O:21])[CH:17]=[CH:18][CH:19]=1)#[N:13]. The catalyst class is: 7. (6) The catalyst class is: 12. Reactant: Cl[C:2]1[N:10]([C:11]2[CH:16]=[CH:15][CH:14]=[CH:13][CH:12]=2)[C:5]2=[N:6][CH:7]=[CH:8][CH:9]=[C:4]2[C:3]=1[CH:17]=[O:18].[C:19]([O:23][C:24]([N:26]1[CH2:32][CH2:31][CH2:30][NH:29][CH2:28][CH2:27]1)=[O:25])([CH3:22])([CH3:21])[CH3:20]. Product: [C:19]([O:23][C:24]([N:26]1[CH2:32][CH2:31][CH2:30][N:29]([C:2]2[N:10]([C:11]3[CH:16]=[CH:15][CH:14]=[CH:13][CH:12]=3)[C:5]3=[N:6][CH:7]=[CH:8][CH:9]=[C:4]3[C:3]=2[CH:17]=[O:18])[CH2:28][CH2:27]1)=[O:25])([CH3:22])([CH3:20])[CH3:21]. (7) Product: [CH3:1][C:2]1[N:6]2[C:7]3[CH:32]=[CH:31][CH:30]=[CH:29][C:8]=3[C:9]([C:23]3[CH:28]=[CH:27][CH:26]=[CH:25][CH:24]=3)=[N:10][CH:11]([NH2:12])[C:5]2=[N:4][N:3]=1. The catalyst class is: 19. Reactant: [CH3:1][C:2]1[N:6]2[C:7]3[CH:32]=[CH:31][CH:30]=[CH:29][C:8]=3[C:9]([C:23]3[CH:28]=[CH:27][CH:26]=[CH:25][CH:24]=3)=[N:10][CH:11]([NH:12]C(=O)OCC3C=CC=CC=3)[C:5]2=[N:4][N:3]=1.C1CC=CCC=1. (8) Reactant: [Br:1][C:2]1[CH:7]=[CH:6][C:5]([CH2:8][CH2:9][OH:10])=[CH:4][CH:3]=1.[H-].[Na+].[CH3:13]I.O. Product: [Br:1][C:2]1[CH:7]=[CH:6][C:5]([CH2:8][CH2:9][O:10][CH3:13])=[CH:4][CH:3]=1. The catalyst class is: 9.